Dataset: Full USPTO retrosynthesis dataset with 1.9M reactions from patents (1976-2016). Task: Predict the reactants needed to synthesize the given product. (1) The reactants are: [C:1]([C:3]1[C:4]([NH:26][CH2:27][CH2:28][CH2:29][N:30]2[CH2:35][CH2:34][O:33][CH2:32][CH2:31]2)=[N:5][S:6][C:7]=1[C:8]1[CH:13]=[CH:12][C:11]([NH:14][C:15]([NH:17][C:18]2[CH:23]=[C:22]([CH3:24])[CH:21]=[CH:20][C:19]=2[F:25])=[O:16])=[CH:10][CH:9]=1)#[N:2].C([O-])([O-])=[O:37].[K+].[K+]. Given the product [F:25][C:19]1[CH:20]=[CH:21][C:22]([CH3:24])=[CH:23][C:18]=1[NH:17][C:15]([NH:14][C:11]1[CH:12]=[CH:13][C:8]([C:7]2[S:6][N:5]=[C:4]([NH:26][CH2:27][CH2:28][CH2:29][N:30]3[CH2:31][CH2:32][O:33][CH2:34][CH2:35]3)[C:3]=2[C:1]([NH2:2])=[O:37])=[CH:9][CH:10]=1)=[O:16], predict the reactants needed to synthesize it. (2) Given the product [CH3:1][C:2]1[CH:3]=[C:4]([CH:9]2[CH2:10][CH:11]([C:24]3[O:25][N:34]=[C:29]([CH2:30][CH2:31][O:32][CH3:33])[N:28]=3)[CH2:12][N:13]([C:15]([N:17]3[CH2:18][CH2:19][CH:20]([OH:23])[CH2:21][CH2:22]3)=[O:16])[CH2:14]2)[CH:5]=[CH:6][C:7]=1[CH3:8], predict the reactants needed to synthesize it. The reactants are: [CH3:1][C:2]1[CH:3]=[C:4]([CH:9]2[CH2:14][N:13]([C:15]([N:17]3[CH2:22][CH2:21][CH:20]([OH:23])[CH2:19][CH2:18]3)=[O:16])[CH2:12][CH:11]([C:24](O)=[O:25])[CH2:10]2)[CH:5]=[CH:6][C:7]=1[CH3:8].O[N:28]=[C:29]([NH2:34])[CH2:30][CH2:31][O:32][CH3:33]. (3) Given the product [CH2:1]([O:8][NH:9][C:10](=[O:19])[CH2:11][CH2:12][CH2:13][CH2:14][CH2:15][CH2:16][CH2:17][N:25]1[CH2:26][CH2:27][C:28]2[C:33](=[CH:32][C:31]([O:34][CH3:35])=[C:30]([O:36][CH3:37])[CH:29]=2)[CH:24]1[CH:21]([CH3:23])[CH3:22])[C:2]1[CH:7]=[CH:6][CH:5]=[CH:4][CH:3]=1, predict the reactants needed to synthesize it. The reactants are: [CH2:1]([O:8][NH:9][C:10](=[O:19])[CH2:11][CH2:12][CH2:13][CH2:14][CH2:15][CH2:16][CH2:17]Br)[C:2]1[CH:7]=[CH:6][CH:5]=[CH:4][CH:3]=1.Cl.[CH:21]([CH:24]1[C:33]2[C:28](=[CH:29][C:30]([O:36][CH3:37])=[C:31]([O:34][CH3:35])[CH:32]=2)[CH2:27][CH2:26][NH:25]1)([CH3:23])[CH3:22].C(=O)([O-])[O-].[K+].[K+]. (4) Given the product [Br:1][C:2]1[CH:3]=[C:4]([N+:11]([O-:13])=[O:12])[CH:5]=[C:6]([CH:10]=1)[C:7]([O:9][CH3:15])=[O:8], predict the reactants needed to synthesize it. The reactants are: [Br:1][C:2]1[CH:3]=[C:4]([N+:11]([O-:13])=[O:12])[CH:5]=[C:6]([CH:10]=1)[C:7]([OH:9])=[O:8].Cl.[CH3:15]O. (5) The reactants are: [Cl:1][C:2]1[CH:7]=[CH:6][C:5]([CH:8]2[C:12]3[N:13](C)[N:14]=[C:15]([CH:16]4[CH2:18][CH2:17]4)[C:11]=3[C:10](=[O:20])[N:9]2[C:21]2[CH:22]=[C:23]([CH3:31])[C:24]3[N:28]=[N:27]N(C)C=3C=2)=[CH:4][CH:3]=1.ClC1C=[C:35]([CH3:43])[C:36]2N([C:39](C)=[N:40][N:41]=2)N=1. Given the product [Cl:1][C:2]1[CH:3]=[CH:4][C:5]([CH:8]2[C:12]3[N:13]([C:43]4[N:40]([CH3:39])[N:41]=[CH:36][CH:35]=4)[N:14]=[C:15]([CH:16]4[CH2:18][CH2:17]4)[C:11]=3[C:10](=[O:20])[N:9]2[C:21]2[CH:22]=[C:23]([CH3:31])[C:24]3[N:13]([C:12]([CH3:11])=[N:27][N:28]=3)[N:14]=2)=[CH:6][CH:7]=1, predict the reactants needed to synthesize it.